From a dataset of Forward reaction prediction with 1.9M reactions from USPTO patents (1976-2016). Predict the product of the given reaction. The product is: [CH2:35]([O:34][C:32](=[O:33])[CH2:31][NH:30][C:12]1[N:13]=[C:8]([C:3]2[CH:4]=[CH:5][CH:6]=[CH:7][C:2]=2[Cl:1])[C:9]2[CH:21]=[CH:20][C:19](=[O:22])[N:18]([C:23]3[CH:28]=[CH:27][CH:26]=[CH:25][C:24]=3[Cl:29])[C:10]=2[N:11]=1)[CH3:36]. Given the reactants [Cl:1][C:2]1[CH:7]=[CH:6][CH:5]=[CH:4][C:3]=1[C:8]1[C:9]2[CH:21]=[CH:20][C:19](=[O:22])[N:18]([C:23]3[CH:28]=[CH:27][CH:26]=[CH:25][C:24]=3[Cl:29])[C:10]=2[N:11]=[C:12](S(C)(=O)=O)[N:13]=1.[NH2:30][CH2:31][C:32]([O:34][CH2:35][CH3:36])=[O:33], predict the reaction product.